The task is: Binary Classification. Given a drug SMILES string, predict its activity (active/inactive) in a high-throughput screening assay against a specified biological target.. This data is from HIV replication inhibition screening data with 41,000+ compounds from the AIDS Antiviral Screen. (1) The molecule is Cn1nc2ccc3nccc(NCCNCCCl)c3c2n1. The result is 0 (inactive). (2) The compound is CCC(=O)C1(N2CCOCC2)CCN(CCCC(=O)c2ccc(F)cc2)CC1.Cl. The result is 0 (inactive). (3) The compound is Cc1cc(C)nc(NS(=O)(=O)c2ccc(NC(=O)c3cccc4c(Nc5ccc(S(=O)(=O)Nc6cc(C)on6)cc5)c5ccccc5nc34)cc2)n1. The result is 0 (inactive). (4) The drug is c1ccc(SC2=C(Sc3ccccc3)CC2)cc1. The result is 0 (inactive). (5) The compound is OCCCCCCCCCCCOc1ccc(C2OCC3(CO2)COC(c2ccc(OCCCCCCCCCCCO)cc2)OC3)cc1. The result is 0 (inactive). (6) The drug is O=C(O)c1cc(N=Nc2cc(S(=O)(=O)O)c3cccnc3c2O)ccc1C=Cc1ccc(N=Nc2cc(S(=O)(=O)O)c3cccnc3c2O)cc1C(=O)O.[NaH]. The result is 1 (active). (7) The compound is CC(C=CC=C(C)C(=O)O)=CC=CC=C(C)C=CC=C(C)C(=O)O.c1ccncc1. The result is 0 (inactive).